Dataset: Forward reaction prediction with 1.9M reactions from USPTO patents (1976-2016). Task: Predict the product of the given reaction. (1) Given the reactants C([O:8][C:9]1[C:14]2[NH:15][C:16](=[O:19])[CH2:17][O:18][C:13]=2[C:12]([C:20](=[O:24])[CH:21](O)O)=[CH:11][CH:10]=1)C1C=CC=CC=1.[NH2:25][C:26]1([CH2:29][C:30]2[CH:35]=[CH:34][C:33]([C:36]3([OH:39])[CH2:38][CH2:37]3)=[CH:32][CH:31]=2)[CH2:28][CH2:27]1.FC(F)(F)C([O-])=O, predict the reaction product. The product is: [OH:8][C:9]1[C:14]2[NH:15][C:16](=[O:19])[CH2:17][O:18][C:13]=2[C:12]([CH:20]([OH:24])[CH2:21][NH:25][C:26]2([CH2:29][C:30]3[CH:35]=[CH:34][C:33]([C:36]4([OH:39])[CH2:38][CH2:37]4)=[CH:32][CH:31]=3)[CH2:27][CH2:28]2)=[CH:11][CH:10]=1. (2) Given the reactants [F:1][C:2]1[C:7]([O:8][CH3:9])=[CH:6][C:5]([O:10][CH3:11])=[C:4]([F:12])[C:3]=1[N:13]1[CH2:18][C:17]2[CH:19]=[N:20][C:21]3[N:25](S(C4C=CC=CC=4)(=O)=O)[C:24]([CH2:35][CH2:36][N:37]4[CH2:42][CH2:41][N:40]([CH2:43][CH3:44])[CH2:39][CH2:38]4)=[CH:23][C:22]=3[C:16]=2[N:15]([CH3:45])[C:14]1=[O:46].CC(C)([O-])C.[K+], predict the reaction product. The product is: [F:1][C:2]1[C:7]([O:8][CH3:9])=[CH:6][C:5]([O:10][CH3:11])=[C:4]([F:12])[C:3]=1[N:13]1[CH2:18][C:17]2[CH:19]=[N:20][C:21]3[NH:25][C:24]([CH2:35][CH2:36][N:37]4[CH2:38][CH2:39][N:40]([CH2:43][CH3:44])[CH2:41][CH2:42]4)=[CH:23][C:22]=3[C:16]=2[N:15]([CH3:45])[C:14]1=[O:46].